This data is from Full USPTO retrosynthesis dataset with 1.9M reactions from patents (1976-2016). The task is: Predict the reactants needed to synthesize the given product. (1) Given the product [C:16]1([CH:15]([C:22]2[CH:27]=[CH:26][CH:25]=[CH:24][CH:23]=2)[CH2:14][CH2:13][NH:12][C:10]2[C:9]3[C:4](=[CH:5][CH:6]=[CH:7][CH:8]=3)[N:3]=[C:2]([C:32]3[S:28][C:29]4[CH:39]=[CH:38][CH:37]=[CH:36][C:30]=4[CH:31]=3)[N:11]=2)[CH:21]=[CH:20][CH:19]=[CH:18][CH:17]=1, predict the reactants needed to synthesize it. The reactants are: Cl[C:2]1[N:11]=[C:10]([NH:12][CH2:13][CH2:14][CH:15]([C:22]2[CH:27]=[CH:26][CH:25]=[CH:24][CH:23]=2)[C:16]2[CH:21]=[CH:20][CH:19]=[CH:18][CH:17]=2)[C:9]2[C:4](=[CH:5][CH:6]=[CH:7][CH:8]=2)[N:3]=1.[S:28]1[C:32](B(O)O)=[CH:31][C:30]2[CH:36]=[CH:37][CH:38]=[CH:39][C:29]1=2.C(NC1C2C(=CC=CC=2)N=C(C2SC3C=CC=CC=3C=2)N=1)(C1C=CC=CC=1)C1C=CC=CC=1. (2) Given the product [CH3:36][O:35][C:32]1[CH:31]=[CH:30][C:29]([N:27]([CH3:28])[C:25]2[C:24]3[C:19](=[CH:20][CH:21]=[CH:22][CH:23]=3)[N:18]=[C:17]([O:14][CH2:13][CH2:12][N:9]3[CH2:10][CH2:11][N:6]([CH2:5][CH2:4][OH:3])[CH2:7][CH2:8]3)[N:26]=2)=[CH:34][CH:33]=1, predict the reactants needed to synthesize it. The reactants are: [H-].[Na+].[OH:3][CH2:4][CH2:5][N:6]1[CH2:11][CH2:10][N:9]([CH2:12][CH2:13][OH:14])[CH2:8][CH2:7]1.Cl.Cl[C:17]1[N:26]=[C:25]([N:27]([C:29]2[CH:34]=[CH:33][C:32]([O:35][CH3:36])=[CH:31][CH:30]=2)[CH3:28])[C:24]2[C:19](=[CH:20][CH:21]=[CH:22][CH:23]=2)[N:18]=1.